Dataset: NCI-60 drug combinations with 297,098 pairs across 59 cell lines. Task: Regression. Given two drug SMILES strings and cell line genomic features, predict the synergy score measuring deviation from expected non-interaction effect. (1) Drug 1: CNC(=O)C1=CC=CC=C1SC2=CC3=C(C=C2)C(=NN3)C=CC4=CC=CC=N4. Drug 2: CS(=O)(=O)CCNCC1=CC=C(O1)C2=CC3=C(C=C2)N=CN=C3NC4=CC(=C(C=C4)OCC5=CC(=CC=C5)F)Cl. Cell line: NCI-H522. Synergy scores: CSS=8.12, Synergy_ZIP=-8.55, Synergy_Bliss=-2.07, Synergy_Loewe=-7.22, Synergy_HSA=-2.78. (2) Drug 1: CCCCCOC(=O)NC1=NC(=O)N(C=C1F)C2C(C(C(O2)C)O)O. Drug 2: C1CN1C2=NC(=NC(=N2)N3CC3)N4CC4. Cell line: HCT116. Synergy scores: CSS=39.1, Synergy_ZIP=3.99, Synergy_Bliss=2.19, Synergy_Loewe=-25.0, Synergy_HSA=0.613. (3) Drug 1: CCCS(=O)(=O)NC1=C(C(=C(C=C1)F)C(=O)C2=CNC3=C2C=C(C=N3)C4=CC=C(C=C4)Cl)F. Drug 2: C1CN(CCN1C(=O)CCBr)C(=O)CCBr. Cell line: HS 578T. Synergy scores: CSS=2.65, Synergy_ZIP=-1.74, Synergy_Bliss=2.14, Synergy_Loewe=-7.49, Synergy_HSA=-3.83. (4) Drug 1: C1=CN(C(=O)N=C1N)C2C(C(C(O2)CO)O)O.Cl. Drug 2: C(CC(=O)O)C(=O)CN.Cl. Cell line: UACC-257. Synergy scores: CSS=15.3, Synergy_ZIP=-5.12, Synergy_Bliss=-3.35, Synergy_Loewe=-2.03, Synergy_HSA=-1.04. (5) Drug 1: CC1=CC2C(CCC3(C2CCC3(C(=O)C)OC(=O)C)C)C4(C1=CC(=O)CC4)C. Drug 2: C1=NC2=C(N1)C(=S)N=C(N2)N. Cell line: SR. Synergy scores: CSS=24.1, Synergy_ZIP=-0.115, Synergy_Bliss=-3.83, Synergy_Loewe=-32.5, Synergy_HSA=-4.93.